This data is from Reaction yield outcomes from USPTO patents with 853,638 reactions. The task is: Predict the reaction yield, written as a fraction of the theoretical maximum amount of product (1.0 means a 100% yield; for example, 0.34 means a 34% yield). (1) The reactants are C[Al](C)C.[CH:5]1([CH2:8][NH:9][CH2:10][CH2:11][CH3:12])[CH2:7][CH2:6]1.C(O[C:16]([C:18]1[N:22]2[C:23]3[CH:24]=[C:25]([F:39])[CH:26]=[CH:27][C:28]=3[N:29]([C:30]3[C:35]([CH3:36])=[CH:34][C:33]([CH3:37])=[CH:32][C:31]=3[CH3:38])[C:21]2=[N:20][C:19]=1[CH3:40])=[O:17])C.[OH-].[Na+]. The catalyst is C1C=CC=CC=1. The product is [CH:5]1([CH2:8][N:9]([CH2:10][CH2:11][CH3:12])[C:16]([C:18]2[N:22]3[C:23]4[CH:24]=[C:25]([F:39])[CH:26]=[CH:27][C:28]=4[N:29]([C:30]4[C:35]([CH3:36])=[CH:34][C:33]([CH3:37])=[CH:32][C:31]=4[CH3:38])[C:21]3=[N:20][C:19]=2[CH3:40])=[O:17])[CH2:7][CH2:6]1. The yield is 1.00. (2) The reactants are [Si]([O:8][CH:9]([C:22]1[O:23][C:24]([C:27]2[CH:32]=[C:31]([C:33]([F:36])([F:35])[F:34])[CH:30]=[CH:29][N:28]=2)=[CH:25][N:26]=1)[CH2:10][CH2:11][CH2:12][CH2:13][CH2:14][CH2:15][C:16]1[CH:21]=[CH:20][CH:19]=[CH:18][CH:17]=1)(C(C)(C)C)(C)C.[Si](OC(C1OC([Sn](CCCC)(CCCC)CCCC)=CN=1)CCCCCCC1C=CC=CC=1)(C(C)(C)C)(C)C.ClC1C=C(C(F)(F)F)C=CN=1. No catalyst specified. The product is [C:16]1([CH2:15][CH2:14][CH2:13][CH2:12][CH2:11][CH2:10][C:9]([C:22]2[O:23][C:24]([C:27]3[CH:32]=[C:31]([C:33]([F:34])([F:35])[F:36])[CH:30]=[CH:29][N:28]=3)=[CH:25][N:26]=2)=[O:8])[CH:17]=[CH:18][CH:19]=[CH:20][CH:21]=1. The yield is 0.770. (3) The reactants are NOS(O)(=O)=O.CC(C)([O-])C.[K+].[CH2:13]([O:20][C:21]1[CH:22]=[C:23]2[C:27](=[CH:28][CH:29]=1)[NH:26][CH:25]=[CH:24]2)[C:14]1[CH:19]=[CH:18][CH:17]=[CH:16][CH:15]=1.CC(C)([O-])C.[K+].C[N:37]1CCCC1=O.NOS(O)(=O)=O.CN1CCCC1=O. The catalyst is CN1CCCC1=O. The product is [CH2:13]([O:20][C:21]1[CH:22]=[C:23]2[C:27](=[CH:28][CH:29]=1)[N:26]([NH2:37])[CH:25]=[CH:24]2)[C:14]1[CH:15]=[CH:16][CH:17]=[CH:18][CH:19]=1. The yield is 0.860. (4) The reactants are C([O:9][CH:10]([CH2:32][O:33][P:34]([OH:37])([OH:36])=[O:35])[CH2:11][NH:12][C:13](=[O:31])[CH2:14][CH2:15][CH2:16][CH2:17][CH2:18][CH2:19][CH2:20]/[CH:21]=[CH:22]\[CH2:23][CH2:24][CH2:25][CH2:26][CH2:27][CH2:28][CH2:29][CH3:30])(=O)C1C=CC=CC=1.[OH-].[Na+]. The catalyst is ClCCl. The yield is 0.820. The product is [OH:9][CH:10]([CH2:32][O:33][P:34]([OH:36])([OH:37])=[O:35])[CH2:11][NH:12][C:13](=[O:31])[CH2:14][CH2:15][CH2:16][CH2:17][CH2:18][CH2:19][CH2:20]/[CH:21]=[CH:22]\[CH2:23][CH2:24][CH2:25][CH2:26][CH2:27][CH2:28][CH2:29][CH3:30]. (5) The reactants are [Cl:18][C:15]1[CH:16]=[CH:17][C:11]([S:10][S:10][C:11]2[CH:17]=[CH:16][C:15]([Cl:18])=[CH:14][C:12]=2[NH2:13])=[C:12]([CH:14]=1)[NH2:13].[C:19]([O:23][CH3:24])(=[O:22])[CH:20]=[CH2:21].C([O-])([O-])=O.[K+].[K+].O.O.OCS([O-])=O.[Na+]. The catalyst is CN(C=O)C.O. The product is [NH2:13][C:12]1[CH:14]=[C:15]([Cl:18])[CH:16]=[CH:17][C:11]=1[S:10][CH2:21][CH2:20][C:19]([O:23][CH3:24])=[O:22]. The yield is 0.760. (6) The product is [CH3:20][C:17]1[CH:18]=[CH:19][C:11]2[N:10]=[C:31]([C:21]3[C:30]4[C:25](=[CH:26][CH:27]=[CH:28][CH:29]=4)[CH:24]=[CH:23][CH:22]=3)[O:14][C:13](=[O:15])[C:12]=2[CH:16]=1. The reactants are C(N(C(C)C)CC)(C)C.[NH2:10][C:11]1[CH:19]=[CH:18][C:17]([CH3:20])=[CH:16][C:12]=1[C:13]([OH:15])=[O:14].[C:21]1([C:31](Cl)=O)[C:30]2[C:25](=[CH:26][CH:27]=[CH:28][CH:29]=2)[CH:24]=[CH:23][CH:22]=1.CN(C(ON1N=NC2C=CC=NC1=2)=[N+](C)C)C.F[P-](F)(F)(F)(F)F. The yield is 0.980. No catalyst specified. (7) The reactants are [CH2:1]([O:3][C:4]([C:6]1[CH:7]=[N:8][C:9]2[C:14]([C:15]=1Cl)=[CH:13][CH:12]=[CH:11][C:10]=2[O:17][CH3:18])=[O:5])[CH3:2].[CH2:19]([NH2:23])[CH:20]([CH3:22])[CH3:21]. No catalyst specified. The product is [CH2:1]([O:3][C:4]([C:6]1[CH:7]=[N:8][C:9]2[C:14]([C:15]=1[NH:23][CH2:19][CH:20]([CH3:22])[CH3:21])=[CH:13][CH:12]=[CH:11][C:10]=2[O:17][CH3:18])=[O:5])[CH3:2]. The yield is 1.00. (8) The reactants are [NH2:1][C:2]1([CH3:23])[CH2:7][CH2:6][N:5]([CH2:8][C@H:9]2[N:19]3[C:20]4[N:11]([C:12](=[O:22])[CH2:13][CH2:14][C:15]=4[CH:16]=[CH:17][C:18]3=[O:21])[CH2:10]2)[CH2:4][CH2:3]1.C(N(CC)CC)C.[F:31][C:32]([F:43])([F:42])[C:33](O[C:33](=[O:34])[C:32]([F:43])([F:42])[F:31])=[O:34].C(=O)(O)[O-].[Na+]. The catalyst is C(Cl)Cl. The product is [O:21]=[C:18]1[CH:17]=[CH:16][C:15]2[CH2:14][CH2:13][C:12](=[O:22])[N:11]3[CH2:10][C@@H:9]([CH2:8][N:5]4[CH2:4][CH2:3][C:2]([NH:1][C:33](=[O:34])[C:32]([F:43])([F:42])[F:31])([CH3:23])[CH2:7][CH2:6]4)[N:19]1[C:20]=23. The yield is 0.520. (9) The reactants are N[C:2]1[CH:9]=[CH:8][C:7]([Br:10])=[CH:6][C:3]=1[C:4]#[N:5].N(OC(C)(C)C)=O.[I:18]I.[O-]S([O-])=O.[Na+].[Na+]. The catalyst is C(#N)C. The product is [Br:10][C:7]1[CH:8]=[CH:9][C:2]([I:18])=[C:3]([CH:6]=1)[C:4]#[N:5]. The yield is 0.650. (10) The reactants are [CH3:1][N:2]([CH3:20])[C:3]1[CH:8]=[CH:7][C:6]([C:9]2[C:17]3[C:12](=[CH:13][CH:14]=[C:15]([C:18]#[N:19])[CH:16]=3)[NH:11][N:10]=2)=[CH:5][CH:4]=1.[OH-:21].[Na+]. No catalyst specified. The product is [CH3:1][N:2]([CH3:20])[C:3]1[CH:4]=[CH:5][C:6]([C:9]2[C:17]3[C:12](=[CH:13][CH:14]=[C:15]([C:18]([NH2:19])=[O:21])[CH:16]=3)[NH:11][N:10]=2)=[CH:7][CH:8]=1. The yield is 0.521.